From a dataset of Full USPTO retrosynthesis dataset with 1.9M reactions from patents (1976-2016). Predict the reactants needed to synthesize the given product. (1) Given the product [CH3:22][S:19]([C:16]1[CH:17]=[CH:18][C:13]([CH2:12][N:8]2[CH2:7][CH:6]3[CH2:23][O:24][CH2:25][CH2:26][N:5]3[C:4]3[N:3]=[C:2]([C:35]4[CH:43]=[CH:42][CH:41]=[C:40]5[C:36]=4[CH:37]=[C:38]([C:44]([F:47])([F:46])[F:45])[NH:39]5)[N:11]=[CH:10][C:9]2=3)=[CH:14][CH:15]=1)(=[O:21])=[O:20], predict the reactants needed to synthesize it. The reactants are: Cl[C:2]1[N:11]=[CH:10][C:9]2[N:8]([CH2:12][C:13]3[CH:18]=[CH:17][C:16]([S:19]([CH3:22])(=[O:21])=[O:20])=[CH:15][CH:14]=3)[CH2:7][CH:6]3[CH2:23][O:24][CH2:25][CH2:26][N:5]3[C:4]=2[N:3]=1.CC1(C)C(C)(C)OB([C:35]2[CH:43]=[CH:42][CH:41]=[C:40]3[C:36]=2[CH:37]=[C:38]([C:44]([F:47])([F:46])[F:45])[NH:39]3)O1. (2) Given the product [CH:23]([C:9]1[C:8]2[C:12](=[CH:13][CH:14]=[CH:15][C:7]=2[N+:4]([O-:6])=[O:5])[N:11]([C:16]([O:18][C:19]([CH3:22])([CH3:21])[CH3:20])=[O:17])[N:10]=1)=[O:1], predict the reactants needed to synthesize it. The reactants are: [O:1]=[O+][O-].[N+:4]([C:7]1[CH:15]=[CH:14][CH:13]=[C:12]2[C:8]=1[C:9]([CH:23]=C)=[N:10][N:11]2[C:16]([O:18][C:19]([CH3:22])([CH3:21])[CH3:20])=[O:17])([O-:6])=[O:5].C1(P(C2C=CC=CC=2)C2C=CC=CC=2)C=CC=CC=1. (3) Given the product [C:33]([O:32][C:30]([NH:29][C:25]1[CH:24]=[C:23]([CH2:22][CH2:21][C:19]2[CH:18]=[C:13]([CH:12]=[C:11]([NH:10][C:6]3[C:5]([Cl:9])=[CH:4][N:3]=[C:2]([Cl:1])[N:7]=3)[CH:20]=2)[C:14]([O:16][CH3:17])=[O:15])[CH:28]=[CH:27][CH:26]=1)=[O:31])([CH3:36])([CH3:34])[CH3:35], predict the reactants needed to synthesize it. The reactants are: [Cl:1][C:2]1[N:7]=[C:6](Cl)[C:5]([Cl:9])=[CH:4][N:3]=1.[NH2:10][C:11]1[CH:12]=[C:13]([CH:18]=[C:19]([CH2:21][CH2:22][C:23]2[CH:28]=[CH:27][CH:26]=[C:25]([NH:29][C:30]([O:32][C:33]([CH3:36])([CH3:35])[CH3:34])=[O:31])[CH:24]=2)[CH:20]=1)[C:14]([O:16][CH3:17])=[O:15].C(=O)([O-])[O-].[K+].[K+]. (4) Given the product [CH3:8][O:7][C:5](=[O:6])[C:4]1[CH:3]=[C:2]([CH:13]=[CH2:14])[N:11]=[C:10]([Cl:12])[CH:9]=1, predict the reactants needed to synthesize it. The reactants are: Cl[C:2]1[CH:3]=[C:4]([CH:9]=[C:10]([Cl:12])[N:11]=1)[C:5]([O:7][CH3:8])=[O:6].[CH2:13]([Sn](CCCC)(CCCC)C=C)[CH2:14]CC. (5) Given the product [S:3]1[C:7]2[CH:8]=[CH:9][CH:10]=[CH:11][C:6]=2[N:5]=[C:4]1[NH:12][C:13]1[CH:23]=[CH:22][C:16]([CH2:17][OH:18])=[CH:15][CH:14]=1, predict the reactants needed to synthesize it. The reactants are: [AlH4-].[Li+].[S:3]1[C:7]2[CH:8]=[CH:9][CH:10]=[CH:11][C:6]=2[N:5]=[C:4]1[NH:12][C:13]1[CH:23]=[CH:22][C:16]([C:17](OCC)=[O:18])=[CH:15][CH:14]=1.C(Cl)Cl.CO. (6) The reactants are: C[O:2][C:3](=[O:19])[C:4]1[CH:9]=[CH:8][CH:7]=[C:6]([CH2:10][O:11][C:12]2[CH:17]=[CH:16][C:15](I)=[CH:14][CH:13]=2)[CH:5]=1.[F:20][C:21]1[CH:26]=[CH:25][C:24](B(O)O)=[CH:23][N:22]=1. Given the product [F:20][C:21]1[N:22]=[CH:23][C:24]([C:15]2[CH:16]=[CH:17][C:12]([O:11][CH2:10][C:6]3[CH:5]=[C:4]([CH:9]=[CH:8][CH:7]=3)[C:3]([OH:2])=[O:19])=[CH:13][CH:14]=2)=[CH:25][CH:26]=1, predict the reactants needed to synthesize it. (7) Given the product [C:1]([C:5]1[CH:6]=[C:7]2[C:11](=[CH:12][CH:13]=1)[C@@H:10]([NH2:14])[CH2:9][CH2:8]2)([CH3:4])([CH3:2])[CH3:3], predict the reactants needed to synthesize it. The reactants are: [C:1]([C:5]1[CH:6]=[C:7]2[C:11](=[CH:12][CH:13]=1)[CH:10]([NH2:14])[CH2:9][CH2:8]2)([CH3:4])([CH3:3])[CH3:2].C(N[C@@H](C(O)=O)CC(C)C)(=O)C.